Dataset: Reaction yield outcomes from USPTO patents with 853,638 reactions. Task: Predict the reaction yield, written as a fraction of the theoretical maximum amount of product (1.0 means a 100% yield; for example, 0.34 means a 34% yield). The reactants are [CH3:1][O:2][C:3]1[CH:4]=[C:5]([CH:12]([CH3:18])[C:13]([O:15][CH2:16][CH3:17])=[O:14])[CH:6]=[CH:7][C:8]=1[N+:9]([O-])=O. The catalyst is O1CCCC1.C(O)C.[Pd]. The product is [NH2:9][C:8]1[CH:7]=[CH:6][C:5]([CH:12]([CH3:18])[C:13]([O:15][CH2:16][CH3:17])=[O:14])=[CH:4][C:3]=1[O:2][CH3:1]. The yield is 0.740.